The task is: Predict which catalyst facilitates the given reaction.. This data is from Catalyst prediction with 721,799 reactions and 888 catalyst types from USPTO. (1) Reactant: [CH3:1][O:2][C:3]1[CH:8]=[CH:7][C:6]([N+:9]([O-:11])=[O:10])=[CH:5][C:4]=1[NH:12][C:13](=[O:16])[CH2:14][CH3:15].[H-].[Na+].I[CH3:20]. Product: [CH3:1][O:2][C:3]1[CH:8]=[CH:7][C:6]([N+:9]([O-:11])=[O:10])=[CH:5][C:4]=1[N:12]([CH3:20])[C:13](=[O:16])[CH2:14][CH3:15]. The catalyst class is: 1. (2) Reactant: Cl.C([O:5][C:6]1[CH:7]=[C:8]([CH:23]=[CH:24][C:25]=1[CH3:26])[NH:9][C:10]1[C:19]2[C:14](=[CH:15][C:16]([OH:22])=[C:17]([O:20][CH3:21])[CH:18]=2)[N:13]=[CH:12][N:11]=1)(=O)C.Cl.[Cl:28][CH2:29][C:30]1[N:31]([CH3:35])[CH:32]=[CH:33][N:34]=1.C(=O)([O-])[O-].[K+].[K+]. Product: [ClH:28].[OH:5][C:6]1[CH:7]=[C:8]([CH:23]=[CH:24][C:25]=1[CH3:26])[NH:9][C:10]1[C:19]2[C:14](=[CH:15][C:16]([O:22][CH2:29][C:30]3[N:31]([CH3:35])[CH:32]=[CH:33][N:34]=3)=[C:17]([O:20][CH3:21])[CH:18]=2)[N:13]=[CH:12][N:11]=1. The catalyst class is: 3. (3) Reactant: [CH2:1]([O:3][C:4]([C@@H:6]1[CH2:8][C@H:7]1[C:9]1[CH:14]=[CH:13][C:12]([O:15]C)=[CH:11][CH:10]=1)=[O:5])[CH3:2].B(Br)(Br)Br.C(O)C. Product: [CH2:1]([O:3][C:4]([C@@H:6]1[CH2:8][C@H:7]1[C:9]1[CH:10]=[CH:11][C:12]([OH:15])=[CH:13][CH:14]=1)=[O:5])[CH3:2]. The catalyst class is: 503. (4) Reactant: [O:1]1[C:5]2[CH:6]=[CH:7][CH:8]=[CH:9][C:4]=2[N:3]=[C:2]1[CH2:10][N:11]1[C:19]2[C:14](=[CH:15][CH:16]=[CH:17][C:18]=2[C:20]([O:22]C)=[O:21])[CH:13]=[CH:12]1.CO.[OH-].[Na+].C(O)(=O)CC(CC(O)=O)(C(O)=O)[OH:31]. Product: [OH:31][C:5]1[CH:6]=[CH:7][CH:8]=[CH:9][C:4]=1[NH:3][C:2](=[O:1])[CH2:10][N:11]1[C:19]2[C:14](=[CH:15][CH:16]=[CH:17][C:18]=2[C:20]([OH:22])=[O:21])[CH:13]=[CH:12]1. The catalyst class is: 1. (5) Reactant: N1CCCC1.[CH3:6][CH2:7][C:8](=O)[CH2:9][CH3:10].[OH:12][C:13]1[CH:18]=[C:17]([OH:19])[CH:16]=[CH:15][C:14]=1[C:20](=[O:22])[CH3:21]. Product: [CH2:7]([C:8]1([CH2:9][CH3:10])[CH2:21][C:20](=[O:22])[C:14]2[C:13](=[CH:18][C:17]([OH:19])=[CH:16][CH:15]=2)[O:12]1)[CH3:6]. The catalyst class is: 5. (6) Reactant: [CH2:1]([O:3][CH:4]([O:15][CH2:16][CH3:17])[CH2:5][NH:6][C:7]1[CH:8]=[C:9]([CH:12]=[CH:13][CH:14]=1)[C:10]#[N:11])[CH3:2].[H-].[Na+].[CH3:20]I.[NH4+].[Cl-]. Product: [CH2:1]([O:3][CH:4]([O:15][CH2:16][CH3:17])[CH2:5][N:6]([CH3:20])[C:7]1[CH:8]=[C:9]([CH:12]=[CH:13][CH:14]=1)[C:10]#[N:11])[CH3:2]. The catalyst class is: 3. (7) Reactant: [CH:1]([O:4][C:5]1[CH:10]=[C:9]([CH3:11])[C:8]([C:12](=[O:14])[CH3:13])=[C:7]([CH3:15])[CH:6]=1)([CH3:3])[CH3:2].[Br-:16].[Br-].[Br-].C([N+](CCCC)(CCCC)CCCC)CCC.C([N+](CCCC)(CCCC)CCCC)CCC.C([N+](CCCC)(CCCC)CCCC)CCC. Product: [Br:16][CH2:13][C:12]([C:8]1[C:9]([CH3:11])=[CH:10][C:5]([O:4][CH:1]([CH3:3])[CH3:2])=[CH:6][C:7]=1[CH3:15])=[O:14]. The catalyst class is: 10.